This data is from Experimentally validated miRNA-target interactions with 360,000+ pairs, plus equal number of negative samples. The task is: Binary Classification. Given a miRNA mature sequence and a target amino acid sequence, predict their likelihood of interaction. (1) The miRNA is mmu-miR-466f-3p with sequence CAUACACACACACAUACACAC. The protein sequence of the target gene is MKVTRFMFWLFSMLLPSVKSQASETEVPCNFSRRNYTLIPEGISTNVTILDLSYNRITLNAADSRVLQMYSLLTELYLMENNIIALYNSSFRNLLNLEILNICGNSISVIQQGSFVGLNELKQLFLCQNKILQLNPDTFVPLNNLKVLNLQGNLIRLFDAPQLPHLEILTLDGNPWNCTCGLLELHNWLNTSNVTLENENMTMCSYPDELKHDSIKSAPFTTECHSTFISTITEDFQSTRNSSFNSSSHNLTWTSEHEPLGKSWAFLVGVVATVLLTSLLIFIAIKCPVWYNILLSYNHH.... Result: 1 (interaction). (2) The miRNA is hsa-miR-2355-3p with sequence AUUGUCCUUGCUGUUUGGAGAU. The protein sequence of the target gene is MGQIEWAMWANEQALASGLILITGGIVATAGRFTQWYFGAYSIVAGVFVCLLEYPRGKRKKGSTMERWGQKYMTAVVKLFGPFTRNYYVRAVLHLLLSVPAGFLLATILGTACLAIASGIYLLAAVRGEQWTPIEPKPRERPQIGGTIKQPPSNPPPRPPAEARKKPSEEEAAVAAGGPPGGPQVNPIPVTDEVV. Result: 0 (no interaction). (3) The miRNA is cel-miR-245-3p with sequence AUUGGUCCCCUCCAAGUAGCUC. The protein sequence of the target gene is MAVDSAMELLFLDTFKHPSAEQSSHIDVVRFPCVVYINEVRVIPPGVRAHSSLPDNRAYGETSPHTFQLDLFFNNVSKPSAPVFDRLGSLEYDENTSIIFRPNSKVNTDGLVLRGWYNCLTLAIYGSVDRVISHDRDSPPPPPPPPPPPQPQPSLKRNPKHADGEKEDQFNGSPPRPQPRGPRTPPGPPPPDDDEDDPVPLPVSGDKEEDAPHREDYFEPISPDRNSVPQEGQYSDEGEVEEEQQEEGEEDEDDVDVEEEEDEDEDDRRTVDSIPEEEEEDEEEEGEEDEEGEGDDGYEQ.... Result: 0 (no interaction). (4) The miRNA is hsa-miR-1229-5p with sequence GUGGGUAGGGUUUGGGGGAGAGCG. The protein sequence of the target gene is MDSLFVEEVAASLVREFLSRKGLKKTCVTMDQERPRSDLSINNRNDLRKVLHLEFLYKENKAKENPLKTSLELITRYFLDHFGNTANNFTQDTPIPALSVPKKNNKVPSRCSETTLVNIYDLSDEDAGWRTSLSETSKARHDNLDGDVLGNFVSSKRPPHKSKPMQTVPGETPVLTSAWEKIDKLHSEPSLDVKRMGENSRPKSGLIVRGMMSGPIASSPQDSFHRHYLRRSSPSSSSTQPQEESRKVPELFVCTQQDILASSNSSPSRTSLGQLSELTVERQKTTASSPPHLPSKRLPP.... Result: 0 (no interaction). (5) The miRNA is hsa-miR-6843-3p with sequence AUGGUCUCCUGUUCUCUGCAG. The protein sequence of the target gene is MVHHSGSIQSFKQQKGMNISKSEITKETSLKPSRRSLPCLAQSYAYSKSLSQSTSLFQSTESESQAPTSITLISTDKAEQVNTEENKNDSVLRCSFADLSDFCLALGKDKDYTDESEHATYDRSRLINDFVIKDKSEFKTKLSKNDMNYIASSGPLFKDGKKRIDYILVYRKTNIQYDKRNTFEKNLRAEGLMLEKEPAIASPDIMFIKIHIPWDTLCKYAERLNIRMPFRKKCYYTDGRSKSMGRMQTYFRRIKNWMAQNPMVLDKSAFPDLEESDCYTGPFSRARIHHFIINNKDTFF.... Result: 0 (no interaction).